Dataset: NCI-60 drug combinations with 297,098 pairs across 59 cell lines. Task: Regression. Given two drug SMILES strings and cell line genomic features, predict the synergy score measuring deviation from expected non-interaction effect. (1) Drug 1: CN(C)N=NC1=C(NC=N1)C(=O)N. Drug 2: C1=CC(=CC=C1C#N)C(C2=CC=C(C=C2)C#N)N3C=NC=N3. Cell line: EKVX. Synergy scores: CSS=0.493, Synergy_ZIP=0.234, Synergy_Bliss=-0.237, Synergy_Loewe=-1.75, Synergy_HSA=-1.76. (2) Drug 1: C1=CC=C(C(=C1)C(C2=CC=C(C=C2)Cl)C(Cl)Cl)Cl. Drug 2: CC(C)NC(=O)C1=CC=C(C=C1)CNNC.Cl. Cell line: HCT-15. Synergy scores: CSS=9.12, Synergy_ZIP=-2.60, Synergy_Bliss=2.25, Synergy_Loewe=0.182, Synergy_HSA=1.79. (3) Drug 1: C1C(C(OC1N2C=NC3=C(N=C(N=C32)Cl)N)CO)O. Drug 2: CC12CCC3C(C1CCC2O)C(CC4=C3C=CC(=C4)O)CCCCCCCCCS(=O)CCCC(C(F)(F)F)(F)F. Cell line: KM12. Synergy scores: CSS=30.0, Synergy_ZIP=0.747, Synergy_Bliss=8.67, Synergy_Loewe=0.620, Synergy_HSA=2.93. (4) Drug 1: C1=CC(=C2C(=C1NCCNCCO)C(=O)C3=C(C=CC(=C3C2=O)O)O)NCCNCCO. Drug 2: CC1=C(N=C(N=C1N)C(CC(=O)N)NCC(C(=O)N)N)C(=O)NC(C(C2=CN=CN2)OC3C(C(C(C(O3)CO)O)O)OC4C(C(C(C(O4)CO)O)OC(=O)N)O)C(=O)NC(C)C(C(C)C(=O)NC(C(C)O)C(=O)NCCC5=NC(=CS5)C6=NC(=CS6)C(=O)NCCC[S+](C)C)O. Cell line: HCT116. Synergy scores: CSS=64.7, Synergy_ZIP=1.78, Synergy_Bliss=0.0563, Synergy_Loewe=3.78, Synergy_HSA=7.17. (5) Drug 1: CN1C(=O)N2C=NC(=C2N=N1)C(=O)N. Drug 2: CS(=O)(=O)CCNCC1=CC=C(O1)C2=CC3=C(C=C2)N=CN=C3NC4=CC(=C(C=C4)OCC5=CC(=CC=C5)F)Cl. Cell line: UACC62. Synergy scores: CSS=29.1, Synergy_ZIP=4.58, Synergy_Bliss=7.93, Synergy_Loewe=7.80, Synergy_HSA=8.97. (6) Drug 1: COC1=CC(=CC(=C1O)OC)C2C3C(COC3=O)C(C4=CC5=C(C=C24)OCO5)OC6C(C(C7C(O6)COC(O7)C8=CC=CS8)O)O. Drug 2: COC1=C2C(=CC3=C1OC=C3)C=CC(=O)O2. Cell line: U251. Synergy scores: CSS=48.8, Synergy_ZIP=12.6, Synergy_Bliss=13.6, Synergy_Loewe=-23.9, Synergy_HSA=7.67. (7) Drug 1: CC1C(C(CC(O1)OC2CC(CC3=C2C(=C4C(=C3O)C(=O)C5=C(C4=O)C(=CC=C5)OC)O)(C(=O)CO)O)N)O.Cl. Drug 2: C1=NC2=C(N1)C(=S)N=C(N2)N. Cell line: HCT116. Synergy scores: CSS=40.6, Synergy_ZIP=3.71, Synergy_Bliss=6.51, Synergy_Loewe=-2.38, Synergy_HSA=6.86. (8) Drug 1: C1CCN(CC1)CCOC2=CC=C(C=C2)C(=O)C3=C(SC4=C3C=CC(=C4)O)C5=CC=C(C=C5)O. Drug 2: C1C(C(OC1N2C=NC3=C(N=C(N=C32)Cl)N)CO)O. Cell line: HS 578T. Synergy scores: CSS=-6.58, Synergy_ZIP=2.98, Synergy_Bliss=1.73, Synergy_Loewe=-2.60, Synergy_HSA=-3.07. (9) Drug 1: CN1CCC(CC1)COC2=C(C=C3C(=C2)N=CN=C3NC4=C(C=C(C=C4)Br)F)OC. Drug 2: CCC(=C(C1=CC=CC=C1)C2=CC=C(C=C2)OCCN(C)C)C3=CC=CC=C3.C(C(=O)O)C(CC(=O)O)(C(=O)O)O. Cell line: UO-31. Synergy scores: CSS=21.2, Synergy_ZIP=-8.12, Synergy_Bliss=-2.52, Synergy_Loewe=-0.314, Synergy_HSA=0.822.